Dataset: Merck oncology drug combination screen with 23,052 pairs across 39 cell lines. Task: Regression. Given two drug SMILES strings and cell line genomic features, predict the synergy score measuring deviation from expected non-interaction effect. Drug 1: COc1cc(C2c3cc4c(cc3C(OC3OC5COC(C)OC5C(O)C3O)C3COC(=O)C23)OCO4)cc(OC)c1O. Drug 2: CCc1cnn2c(NCc3ccc[n+]([O-])c3)cc(N3CCCCC3CCO)nc12. Cell line: NCIH2122. Synergy scores: synergy=3.45.